This data is from CYP2C9 inhibition data for predicting drug metabolism from PubChem BioAssay. The task is: Regression/Classification. Given a drug SMILES string, predict its absorption, distribution, metabolism, or excretion properties. Task type varies by dataset: regression for continuous measurements (e.g., permeability, clearance, half-life) or binary classification for categorical outcomes (e.g., BBB penetration, CYP inhibition). Dataset: cyp2c9_veith. The compound is CCN1CCN(CC(=O)N2c3ccccc3CC2C)CC1.O=C(O)C(=O)O. The result is 0 (non-inhibitor).